From a dataset of Full USPTO retrosynthesis dataset with 1.9M reactions from patents (1976-2016). Predict the reactants needed to synthesize the given product. (1) The reactants are: Br[C:2]1[C:7]2[S:8][C:9]([N+:19]([O-:21])=[O:20])=[C:10]([NH:11][C:12]3[CH:17]=[CH:16][CH:15]=[C:14]([Cl:18])[CH:13]=3)[C:6]=2[CH:5]=[CH:4][CH:3]=1.[CH3:22][C:23]1[CH:28]=[C:27](B(O)O)[CH:26]=[CH:25][N:24]=1.[O-]P([O-])([O-])=O.[K+].[K+].[K+]. Given the product [Cl:18][C:14]1[CH:13]=[C:12]([NH:11][C:10]2[C:6]3[CH:5]=[CH:4][CH:3]=[C:2]([C:27]4[CH:26]=[CH:25][N:24]=[C:23]([CH3:22])[CH:28]=4)[C:7]=3[S:8][C:9]=2[N+:19]([O-:21])=[O:20])[CH:17]=[CH:16][CH:15]=1, predict the reactants needed to synthesize it. (2) Given the product [C:14]1([C:20]2[N:21]=[C:22]([CH:31]3[CH2:36][CH2:35][N:34]([C:5](=[O:11])[N:46]([OH:47])[CH3:45])[CH2:33][CH2:32]3)[S:23][C:24]=2[C:25]2[CH:30]=[CH:29][CH:28]=[CH:27][CH:26]=2)[CH:15]=[CH:16][CH:17]=[CH:18][CH:19]=1, predict the reactants needed to synthesize it. The reactants are: ClC(Cl)(O[C:5](=[O:11])OC(Cl)(Cl)Cl)Cl.Cl.[C:14]1([C:20]2[N:21]=[C:22]([CH:31]3[CH2:36][CH2:35][NH:34][CH2:33][CH2:32]3)[S:23][C:24]=2[C:25]2[CH:30]=[CH:29][CH:28]=[CH:27][CH:26]=2)[CH:19]=[CH:18][CH:17]=[CH:16][CH:15]=1.C(N(CC)CC)C.Cl.[CH3:45][NH:46][OH:47].[Cl-].[NH4+]. (3) Given the product [CH3:24][C:20]1[N:19]=[C:18]([C:16]([NH:15][C:11]2[CH:12]=[CH:13][CH:14]=[C:9]([O:8][C:5]3[CH:6]=[N:7][C:2]([NH:1][S:31]([C:28]4[CH:29]=[CH:30][C:25]([CH3:35])=[CH:26][CH:27]=4)(=[O:33])=[O:32])=[CH:3][CH:4]=3)[CH:10]=2)=[O:17])[CH:23]=[CH:22][CH:21]=1, predict the reactants needed to synthesize it. The reactants are: [NH2:1][C:2]1[N:7]=[CH:6][C:5]([O:8][C:9]2[CH:10]=[C:11]([NH:15][C:16]([C:18]3[CH:23]=[CH:22][CH:21]=[C:20]([CH3:24])[N:19]=3)=[O:17])[CH:12]=[CH:13][CH:14]=2)=[CH:4][CH:3]=1.[C:25]1([CH3:35])[CH:30]=[CH:29][C:28]([S:31](Cl)(=[O:33])=[O:32])=[CH:27][CH:26]=1. (4) Given the product [OH:1][C@@H:2]([CH2:7][CH3:8])[C@@H:3]([CH3:6])[C:4]([N:16]([O:17][CH3:10])[CH3:15])=[O:5], predict the reactants needed to synthesize it. The reactants are: [OH:1][CH:2]([CH2:7][CH3:8])[CH:3]([CH3:6])[CH:4]=[O:5].N1C=CN=[CH:10]1.Cl.[CH3:15][N:16](C)[OH:17].Cl. (5) Given the product [CH:22]([NH:25][C:2]1[CH:3]=[C:4]2[C:9](=[CH:10][C:11]=1[N+:12]([O-:14])=[O:13])[NH:8][C:7](=[O:15])[N:6]([NH:16][S:17]([CH3:20])(=[O:19])=[O:18])[C:5]2=[O:21])([CH3:24])[CH3:23], predict the reactants needed to synthesize it. The reactants are: F[C:2]1[CH:3]=[C:4]2[C:9](=[CH:10][C:11]=1[N+:12]([O-:14])=[O:13])[NH:8][C:7](=[O:15])[N:6]([NH:16][S:17]([CH3:20])(=[O:19])=[O:18])[C:5]2=[O:21].[CH:22]([NH2:25])([CH3:24])[CH3:23].